Dataset: Reaction yield outcomes from USPTO patents with 853,638 reactions. Task: Predict the reaction yield, written as a fraction of the theoretical maximum amount of product (1.0 means a 100% yield; for example, 0.34 means a 34% yield). (1) The reactants are [CH2:1]([O:8][C:9](=[O:16])[NH:10][C:11]1([CH2:14][OH:15])[CH2:13][CH2:12]1)[C:2]1[CH:7]=[CH:6][CH:5]=[CH:4][CH:3]=1.[CH3:17]N(C)C1C2C(=CC=CC=2N(C)C)C=CC=1.F[B-](F)(F)F.C[O+](C)C. The catalyst is C(Cl)Cl. The product is [CH2:1]([O:8][C:9](=[O:16])[NH:10][C:11]1([CH2:14][O:15][CH3:17])[CH2:13][CH2:12]1)[C:2]1[CH:3]=[CH:4][CH:5]=[CH:6][CH:7]=1. The yield is 0.410. (2) The reactants are [CH:1]1([CH2:4][O:5][NH:6][C:7]([C:9]2[C:25]([NH:26][C:27]3[CH:32]=[CH:31][C:30]([C:33]#[N:34])=[CH:29][C:28]=3[CH3:35])=[C:24]([F:36])[C:12]3[N:13]=[C:14](COCC[Si](C)(C)C)[NH:15][C:11]=3[CH:10]=2)=[O:8])[CH2:3][CH2:2]1.Cl.[OH-].[Na+]. The catalyst is CCO. The product is [CH:1]1([CH2:4][O:5][NH:6][C:7]([C:9]2[C:25]([NH:26][C:27]3[CH:32]=[CH:31][C:30]([C:33]#[N:34])=[CH:29][C:28]=3[CH3:35])=[C:24]([F:36])[C:12]3[N:13]=[CH:14][NH:15][C:11]=3[CH:10]=2)=[O:8])[CH2:3][CH2:2]1. The yield is 0.900. (3) The reactants are FC(F)(F)C1C=C(NC(=O)NC2C=CC(C3SC(CCC(O)=O)=NC=3)=CC=2)C=CC=1.[F:31][C:32]1[CH:37]=[CH:36][CH:35]=[CH:34][C:33]=1[NH:38][C:39](=[O:64])[NH:40][C:41]1[CH:46]=[CH:45][C:44]([C:47]2[S:51][C:50]([CH:52]3[CH2:57][CH2:56][N:55]([CH2:58][C:59]([O:61]CC)=[O:60])[CH2:54][CH2:53]3)=[N:49][CH:48]=2)=[CH:43][CH:42]=1. No catalyst specified. The product is [F:31][C:32]1[CH:37]=[CH:36][CH:35]=[CH:34][C:33]=1[NH:38][C:39](=[O:64])[NH:40][C:41]1[CH:42]=[CH:43][C:44]([C:47]2[S:51][C:50]([CH:52]3[CH2:53][CH2:54][N:55]([CH2:58][C:59]([OH:61])=[O:60])[CH2:56][CH2:57]3)=[N:49][CH:48]=2)=[CH:45][CH:46]=1. The yield is 0.760. (4) The reactants are C([O:8][C:9]1[C:13]([CH2:14][C:15]([O:17][CH3:18])=[O:16])=[CH:12][N:11]([CH3:19])[N:10]=1)C1C=CC=CC=1.O1CCCC1. The catalyst is [C].[Pd].C(O)C. The product is [OH:8][C:9]1[C:13]([CH2:14][C:15]([O:17][CH3:18])=[O:16])=[CH:12][N:11]([CH3:19])[N:10]=1. The yield is 0.790.